From a dataset of Full USPTO retrosynthesis dataset with 1.9M reactions from patents (1976-2016). Predict the reactants needed to synthesize the given product. Given the product [Cl:31][CH2:30][CH2:29][CH2:28][N:1]1[C:9]2[C:4](=[CH:5][C:6]([N:10]3[CH:15]=[CH:14][C:13]([C:16]4[CH:21]=[CH:20][C:19]([C:22]([F:24])([F:25])[F:23])=[CH:18][CH:17]=4)=[CH:12][C:11]3=[O:26])=[CH:7][CH:8]=2)[CH:3]=[N:2]1, predict the reactants needed to synthesize it. The reactants are: [NH:1]1[C:9]2[C:4](=[CH:5][C:6]([N:10]3[CH:15]=[CH:14][C:13]([C:16]4[CH:21]=[CH:20][C:19]([C:22]([F:25])([F:24])[F:23])=[CH:18][CH:17]=4)=[CH:12][C:11]3=[O:26])=[CH:7][CH:8]=2)[CH:3]=[N:2]1.Br[CH2:28][CH2:29][CH2:30][Cl:31].C([O-])([O-])=O.[Cs+].[Cs+].